This data is from Full USPTO retrosynthesis dataset with 1.9M reactions from patents (1976-2016). The task is: Predict the reactants needed to synthesize the given product. Given the product [CH:15]1([C:18]2[CH:19]=[C:20]([NH:21][C:8]3[CH:7]=[CH:6][C:5]4[C:4]([NH:1][CH2:34][C:29]5[CH:30]=[CH:31][CH:32]=[C:33]6[C:28]=5[CH:27]=[CH:26][NH:25]6)=[CH:13][CH:12]=[CH:11][C:10]=4[N:9]=3)[CH:22]=[CH:23][CH:24]=2)[CH2:17][CH2:16]1, predict the reactants needed to synthesize it. The reactants are: [N+:1]([C:4]1[CH:13]=[CH:12][CH:11]=[C:10]2[C:5]=1[CH:6]=[CH:7][C:8](Cl)=[N:9]2)([O-])=O.[CH:15]1([C:18]2[CH:19]=[C:20]([CH:22]=[CH:23][CH:24]=2)[NH2:21])[CH2:17][CH2:16]1.[NH:25]1[C:33]2[CH:32]=[CH:31][CH:30]=[C:29]([CH:34]=O)[C:28]=2[CH:27]=[CH:26]1.